Dataset: Reaction yield outcomes from USPTO patents with 853,638 reactions. Task: Predict the reaction yield, written as a fraction of the theoretical maximum amount of product (1.0 means a 100% yield; for example, 0.34 means a 34% yield). (1) The reactants are [CH2:1]([S:3]([N:6]1[CH2:11][CH2:10][CH:9]([C:12]2[C:20]3[C:15](=[C:16]([C:29]([NH2:31])=[O:30])[CH:17]=[C:18]([C:21]4[CH:26]=[CH:25][CH:24]=[C:23]([CH:27]=O)[CH:22]=4)[CH:19]=3)[NH:14][CH:13]=2)[CH2:8][CH2:7]1)(=[O:5])=[O:4])[CH3:2].[NH:32]1[CH2:37][CH2:36][NH:35][CH2:34][CH2:33]1.[BH-](OC(C)=O)(OC(C)=O)OC(C)=O.[Na+]. No catalyst specified. The product is [CH2:1]([S:3]([N:6]1[CH2:11][CH2:10][CH:9]([C:12]2[C:20]3[C:15](=[C:16]([C:29]([NH2:31])=[O:30])[CH:17]=[C:18]([C:21]4[CH:26]=[CH:25][CH:24]=[C:23]([CH2:27][N:32]5[CH2:37][CH2:36][NH:35][CH2:34][CH2:33]5)[CH:22]=4)[CH:19]=3)[NH:14][CH:13]=2)[CH2:8][CH2:7]1)(=[O:5])=[O:4])[CH3:2]. The yield is 0.197. (2) The reactants are [C:1]1([C:7]2[N:12]=[N:11][C:10]([N:13]3[CH2:18][CH2:17][N:16]([C:19]4[N:24]=[CH:23][CH:22]=[CH:21][N:20]=4)[CH2:15][CH2:14]3)=[C:9](O)[CH:8]=2)[CH:6]=[CH:5][CH:4]=[CH:3][CH:2]=1.[OH-].[Na+].P(Cl)(Cl)([Cl:30])=O. No catalyst specified. The product is [Cl:30][C:9]1[CH:8]=[C:7]([C:1]2[CH:6]=[CH:5][CH:4]=[CH:3][CH:2]=2)[N:12]=[N:11][C:10]=1[N:13]1[CH2:18][CH2:17][N:16]([C:19]2[N:24]=[CH:23][CH:22]=[CH:21][N:20]=2)[CH2:15][CH2:14]1. The yield is 0.914. (3) The reactants are [H-].[Na+].[CH2:3]([O:5][C:6]([C:8]1[C:9]([NH2:13])=[N:10][NH:11][CH:12]=1)=[O:7])[CH3:4].C[N:15](C)[CH:16]=[C:17]([CH:20]=O)[C:18]#N. The catalyst is O1CCCC1. The product is [CH2:3]([O:5][C:6]([C:8]1[CH:12]=[N:11][N:10]2[CH:20]=[C:17]([C:16]#[N:15])[CH:18]=[N:13][C:9]=12)=[O:7])[CH3:4]. The yield is 0.320.